From a dataset of Forward reaction prediction with 1.9M reactions from USPTO patents (1976-2016). Predict the product of the given reaction. (1) Given the reactants [Cl:1][C:2]1[C:3]([O:20][CH:21]([CH3:23])[CH3:22])=[C:4]([CH:17]([OH:19])[CH3:18])[CH:5]=[C:6]2[C:11]=1[O:10][C:9]([CH3:13])([CH3:12])[CH:8]=[C:7]2[CH:14]([CH3:16])[CH3:15].C([N+](CCC)(CCC)CCC)CC.C[N+]1([O-])CCOCC1, predict the reaction product. The product is: [Cl:1][C:2]1[C:3]([O:20][CH:21]([CH3:23])[CH3:22])=[C:4]([C:17](=[O:19])[CH3:18])[CH:5]=[C:6]2[C:11]=1[O:10][C:9]([CH3:12])([CH3:13])[CH:8]=[C:7]2[CH:14]([CH3:16])[CH3:15]. (2) Given the reactants COC1C=CC(P2(SP(C3C=CC(OC)=CC=3)(=S)S2)=[S:10])=CC=1.[Cl:23][C:24]1[C:41]([C:42]([F:45])([F:44])[F:43])=[CH:40][CH:39]=[CH:38][C:25]=1[CH2:26][N:27]1[CH:32]([CH:33]2[CH2:35][CH2:34]2)[CH2:31][NH:30][C:29](=O)[C:28]1=[O:37], predict the reaction product. The product is: [Cl:23][C:24]1[C:41]([C:42]([F:45])([F:44])[F:43])=[CH:40][CH:39]=[CH:38][C:25]=1[CH2:26][N:27]1[CH:32]([CH:33]2[CH2:35][CH2:34]2)[CH2:31][NH:30][C:29](=[S:10])[C:28]1=[O:37]. (3) The product is: [C:1]([C:3]1[C:29]([C:30]#[N:31])=[CH:28][C:6]2[N:7]([CH2:33][CH2:32][CH3:42])[C:8]([C:10]3[CH:11]=[CH:12][C:13]([C:16]#[C:17][Si:18]([CH:25]([CH3:27])[CH3:26])([CH:19]([CH3:20])[CH3:21])[CH:22]([CH3:23])[CH3:24])=[CH:14][CH:15]=3)=[N:9][C:5]=2[CH:4]=1)#[N:2]. Given the reactants [C:1]([C:3]1[C:29]([C:30]#[N:31])=[CH:28][C:6]2[N:7]=[C:8]([C:10]3[CH:15]=[CH:14][C:13]([C:16]#[C:17][Si:18]([CH:25]([CH3:27])[CH3:26])([CH:22]([CH3:24])[CH3:23])[CH:19]([CH3:21])[CH3:20])=[CH:12][CH:11]=3)[NH:9][C:5]=2[CH:4]=1)#[N:2].[CH2:32]1[CH2:42]CN2C(=NCCC2)C[CH2:33]1.ICCC, predict the reaction product. (4) The product is: [F:24][C:16]1[CH:17]=[C:18]([C:2]2[C:3]3[CH2:4][CH2:5][CH2:6][C:7](=[O:12])[C:8]=3[CH:9]=[CH:10][CH:11]=2)[CH:19]=[CH:20][C:15]=1[C:13]#[N:14]. Given the reactants Br[C:2]1[CH:11]=[CH:10][CH:9]=[C:8]2[C:3]=1[CH2:4][CH2:5][CH2:6][C:7]2=[O:12].[C:13]([C:15]1[CH:20]=[CH:19][C:18](B(O)O)=[CH:17][C:16]=1[F:24])#[N:14].C([O-])([O-])=O.[K+].[K+], predict the reaction product. (5) Given the reactants [Br:1][C:2]1[CH:7]=[CH:6][C:5]([OH:8])=[C:4]([CH3:9])[CH:3]=1.C([O-])([O-])=O.[Cs+].[Cs+].[CH2:16](Br)[CH:17]=[CH2:18], predict the reaction product. The product is: [CH2:18]([O:8][C:5]1[CH:6]=[CH:7][C:2]([Br:1])=[CH:3][C:4]=1[CH3:9])[CH:17]=[CH2:16]. (6) Given the reactants [Cl:1][C:2]1[O:6][N:5]=[C:4]([C:7]2[CH:12]=[CH:11][CH:10]=[CH:9][CH:8]=2)[C:3]=1[CH:13]=O.[Br:15][C:16]1[CH:24]=[C:23]2[C:19]([CH2:20][N:21]=[C:22]2[NH:25][NH2:26])=[CH:18][CH:17]=1, predict the reaction product. The product is: [Br:15][C:16]1[CH:24]=[C:23]2[C:19]([CH2:20][N:21]3[C:13]([C:3]4[C:4]([C:7]5[CH:12]=[CH:11][CH:10]=[CH:9][CH:8]=5)=[N:5][O:6][C:2]=4[Cl:1])=[N:26][N:25]=[C:22]32)=[CH:18][CH:17]=1. (7) Given the reactants [CH:1]1([N:4]2[CH2:9][CH2:8][NH:7][CH2:6][CH2:5]2)[CH2:3][CH2:2]1.[Cl:10][C:11]1[CH:20]=[CH:19][C:18]2[CH:17]=[C:16]3[O:21][CH2:22][O:23][C:15]3=[CH:14][C:13]=2[N:12]=1, predict the reaction product. The product is: [ClH:10].[CH:1]1([N:4]2[CH2:9][CH2:8][N:7]([C:11]3[CH:20]=[CH:19][C:18]4[CH:17]=[C:16]5[O:21][CH2:22][O:23][C:15]5=[CH:14][C:13]=4[N:12]=3)[CH2:6][CH2:5]2)[CH2:3][CH2:2]1. (8) Given the reactants Cl.[NH:2]1[CH2:7][CH2:6][CH2:5][CH:4]([CH2:8][NH:9][C:10]([C:12]2[C:20]3[C:15](=[N:16][CH:17]=[C:18]([CH:21]4[CH2:23][CH2:22]4)[N:19]=3)[N:14]([CH2:24][O:25][CH2:26][CH2:27][Si:28]([CH3:31])([CH3:30])[CH3:29])[CH:13]=2)=[O:11])[CH2:3]1.C(N(CC)CC)C.[C:39](Cl)(=[O:41])[CH3:40], predict the reaction product. The product is: [C:39]([N:2]1[CH2:7][CH2:6][CH2:5][CH:4]([CH2:8][NH:9][C:10]([C:12]2[C:20]3[C:15](=[N:16][CH:17]=[C:18]([CH:21]4[CH2:22][CH2:23]4)[N:19]=3)[N:14]([CH2:24][O:25][CH2:26][CH2:27][Si:28]([CH3:31])([CH3:30])[CH3:29])[CH:13]=2)=[O:11])[CH2:3]1)(=[O:41])[CH3:40].